Task: Predict which catalyst facilitates the given reaction.. Dataset: Catalyst prediction with 721,799 reactions and 888 catalyst types from USPTO (1) The catalyst class is: 2. Product: [CH3:2][O:3][C:4](=[O:14])[C@H:5]([CH2:7][C:8]1[CH:13]=[CH:12][CH:11]=[CH:10][CH:9]=1)[N:6]=[CH:15][C:16]1[CH:21]=[CH:20][C:19]([O:22][CH3:23])=[CH:18][CH:17]=1. Reactant: Cl.[CH3:2][O:3][C:4](=[O:14])[C@H:5]([CH2:7][C:8]1[CH:13]=[CH:12][CH:11]=[CH:10][CH:9]=1)[NH2:6].[CH:15](=O)[C:16]1[CH:21]=[CH:20][C:19]([O:22][CH3:23])=[CH:18][CH:17]=1.S([O-])([O-])(=O)=O.[Mg+2].C(N(CC)CC)C. (2) Product: [Br-:4].[C:1]([O:6][C:7]1[CH:12]=[CH:11][C:10]([C:13](=[O:40])[CH2:14][N+:15]23[CH2:20][CH2:19][CH:18]([CH2:21][CH2:22]2)[C@@H:17]([O:23][C:24](=[O:39])[C@@H:25]([C:33]2[CH:34]=[CH:35][CH:36]=[CH:37][CH:38]=2)[NH:26][C:27]2[CH:28]=[CH:29][CH:30]=[CH:31][CH:32]=2)[CH2:16]3)=[CH:9][CH:8]=1)(=[O:3])[CH3:2]. The catalyst class is: 2. Reactant: [C:1]([Br:4])(=[O:3])[CH3:2].[Br-].[OH:6][C:7]1[CH:12]=[CH:11][C:10]([C:13](=[O:40])[CH2:14][N+:15]23[CH2:22][CH2:21][CH:18]([CH2:19][CH2:20]2)[C@@H:17]([O:23][C:24](=[O:39])[C@@H:25]([C:33]2[CH:38]=[CH:37][CH:36]=[CH:35][CH:34]=2)[NH:26][C:27]2[CH:32]=[CH:31][CH:30]=[CH:29][CH:28]=2)[CH2:16]3)=[CH:9][CH:8]=1.C(Cl)Cl.CO.CC#N.O.